The task is: Predict the product of the given reaction.. This data is from Forward reaction prediction with 1.9M reactions from USPTO patents (1976-2016). (1) Given the reactants [C:1]([N:5]1[C:9]2=[N:10][CH:11]=[N:12][C:13]([NH2:14])=[C:8]2[C:7]([O:15]C)=[N:6]1)([CH3:4])([CH3:3])[CH3:2].[I-].[Na+].C[Si](Cl)(C)C, predict the reaction product. The product is: [NH2:14][C:13]1[N:12]=[CH:11][N:10]=[C:9]2[N:5]([C:1]([CH3:4])([CH3:3])[CH3:2])[N:6]=[C:7]([OH:15])[C:8]=12. (2) The product is: [CH3:25][N:24]([CH2:26][C:27]1[CH:32]=[CH:31][CH:30]=[CH:29][C:28]=1[CH:33]([C:35]1[CH:40]=[CH:39][C:38]([I:41])=[CH:37][C:36]=1[N+:42]([O-:44])=[O:43])[OH:34])[CH3:23].[I:41][C:38]1[CH:39]=[CH:40][C:35]([CH:33]=[O:34])=[C:36]([N+:42]([O-:44])=[O:43])[CH:37]=1. Given the reactants BrC1C=CC(C(C2C=CC=CC=2CN(C)C)O)=C([N+]([O-])=O)C=1.[CH3:23][N:24]([CH2:26][C:27]1[CH:32]=[CH:31][CH:30]=[CH:29][C:28]=1[CH:33]([C:35]1[CH:40]=[CH:39][C:38]([I:41])=[CH:37][C:36]=1[N+:42]([O-:44])=[O:43])[OH:34])[CH3:25], predict the reaction product. (3) Given the reactants [H-].[Na+].[CH2:3]([N:5]1[C:14]2[CH:13]=[CH:12][C:11]([CH3:15])=[CH:10][C:9]=2[C:8](=[O:16])[C:7]2[N:17]([CH3:20])[N:18]=[CH:19][C:6]1=2)[CH3:4].I[CH2:22][CH2:23]CC.O, predict the reaction product. The product is: [CH2:3]([N:5]1[C:14]2[CH:13]=[CH:12][C:11]([CH3:15])=[CH:10][C:9]=2[C:8](=[O:16])[C:7]2[N:17]([CH3:20])[N:18]=[CH:19][C:6]1=2)[CH2:4][CH2:22][CH3:23]. (4) Given the reactants [C:1](Cl)(=[O:4])[CH2:2][CH3:3].[CH2:6]([N:13]1[CH2:18][CH2:17][C:16]([CH2:26][O:27][CH3:28])([NH:19][C:20]2[CH:25]=[CH:24][CH:23]=[CH:22][CH:21]=2)[CH2:15][CH2:14]1)[C:7]1[CH:12]=[CH:11][CH:10]=[CH:9][CH:8]=1.C(N(CC)CC)C, predict the reaction product. The product is: [CH2:6]([N:13]1[CH2:14][CH2:15][C:16]([N:19]([C:20]2[CH:21]=[CH:22][CH:23]=[CH:24][CH:25]=2)[C:1](=[O:4])[CH2:2][CH3:3])([CH2:26][O:27][CH3:28])[CH2:17][CH2:18]1)[C:7]1[CH:8]=[CH:9][CH:10]=[CH:11][CH:12]=1. (5) Given the reactants [CH3:1][NH:2][CH2:3][CH2:4][C@H:5]([O:11][C:12]1[C:21]2[C:16](=[CH:17][CH:18]=[CH:19][CH:20]=2)[CH:15]=[CH:14][CH:13]=1)[C:6]1[S:10][CH:9]=[CH:8][CH:7]=1.[ClH:22], predict the reaction product. The product is: [CH3:1][NH:2][CH2:3][CH2:4][C@H:5]([O:11][C:12]1[C:21]2[C:16](=[CH:17][CH:18]=[CH:19][CH:20]=2)[CH:15]=[CH:14][CH:13]=1)[C:6]1[S:10][CH:9]=[CH:8][CH:7]=1.[ClH:22].